From a dataset of Full USPTO retrosynthesis dataset with 1.9M reactions from patents (1976-2016). Predict the reactants needed to synthesize the given product. (1) Given the product [CH3:3][N:2]([CH:4]([N:36]([CH3:37])[CH3:38])[CH2:5][CH2:6][NH:7][CH:8]([S:21][S:22][CH2:23][C@H:24]([NH2:28])[C:25]([OH:27])=[O:26])[C@H:9]([NH2:13])[C:10]([OH:12])=[O:11])[CH3:1], predict the reactants needed to synthesize it. The reactants are: [CH3:1][N:2]([CH:4]([N:36]([CH3:38])[CH3:37])[CH2:5][CH2:6][NH:7][CH:8]([S:21][S:22][CH2:23][C@:24](C(OC(C)(C)C)=O)([NH2:28])[C:25]([OH:27])=[O:26])[C@:9](C(OC(C)(C)C)=O)([NH2:13])[C:10]([OH:12])=[O:11])[CH3:3].N#N. (2) Given the product [CH3:12][C:3]1([CH3:13])[C:2]([CH3:14])([CH3:1])[O:6][B:5]([C:7]2[CH:8]=[N:9][N:10]([CH2:24][O:23][CH2:22][CH2:21][Si:18]([CH3:20])([CH3:19])[CH3:17])[CH:11]=2)[O:4]1, predict the reactants needed to synthesize it. The reactants are: [CH3:1][C:2]1([CH3:14])[O:6][B:5]([C:7]2[CH:8]=[N:9][NH:10][CH:11]=2)[O:4][C:3]1([CH3:13])[CH3:12].[H-].[Na+].[CH3:17][Si:18]([CH2:21][CH2:22][O:23][CH2:24]Cl)([CH3:20])[CH3:19]. (3) Given the product [CH3:22][O:21][C:20](=[O:23])[NH:8][C:3]1[CH:4]=[N:5][CH:6]=[CH:7][C:2]=1[CH3:1], predict the reactants needed to synthesize it. The reactants are: [CH3:1][C:2]1[CH:7]=[CH:6][N:5]=[CH:4][C:3]=1[NH2:8].CC(C)([O-])C.[K+].C1COCC1.[C:20](=O)([O:23]C)[O:21][CH3:22]. (4) Given the product [O:12]1[CH:16]=[CH:15][N:14]=[C:13]1[CH2:17][O:1][C:2]1[CH:3]=[CH:4][C:5]([C:8]([OH:10])=[O:9])=[N:6][CH:7]=1, predict the reactants needed to synthesize it. The reactants are: [OH:1][C:2]1[CH:3]=[CH:4][C:5]([C:8]([O:10]C)=[O:9])=[N:6][CH:7]=1.[O:12]1[CH:16]=[CH:15][N:14]=[C:13]1[CH2:17]O. (5) Given the product [CH3:60][N:40]([CH3:39])[CH:41]1[CH2:46][CH2:45][N:44]([C:47](=[O:59])[CH2:48][CH2:49][C:50]2[N:51]([CH2:55][C:56]([O:38][CH2:34][CH2:35][CH2:36][CH3:37])=[O:57])[CH:52]=[CH:53][N:54]=2)[CH2:43][CH2:42]1, predict the reactants needed to synthesize it. The reactants are: C(N(C(C)C)CC)(C)C.CN(C(ON1N=NC2C=CC=CC1=2)=[N+](C)C)C.F[P-](F)(F)(F)(F)F.[CH2:34]([OH:38])[CH2:35][CH2:36][CH3:37].[CH3:39][N:40]([CH3:60])[CH:41]1[CH2:46][CH2:45][N:44]([C:47](=[O:59])[CH2:48][CH2:49][C:50]2[N:51]([CH2:55][C:56](O)=[O:57])[CH:52]=[CH:53][N:54]=2)[CH2:43][CH2:42]1. (6) Given the product [Cl:23][C:20]1[CH:21]=[CH:22][C:17]([C:16]([CH:13]2[CH2:14][CH2:15][N:10]([C:8]([C:5]3[CH:4]=[CH:3][C:2]([N:28]4[C@H:27]([CH2:25][CH3:26])[CH2:31][O:30][C:29]4=[O:32])=[N:7][CH:6]=3)=[O:9])[CH2:11][CH2:12]2)=[O:24])=[CH:18][CH:19]=1, predict the reactants needed to synthesize it. The reactants are: Br[C:2]1[N:7]=[CH:6][C:5]([C:8]([N:10]2[CH2:15][CH2:14][CH:13]([C:16](=[O:24])[C:17]3[CH:22]=[CH:21][C:20]([Cl:23])=[CH:19][CH:18]=3)[CH2:12][CH2:11]2)=[O:9])=[CH:4][CH:3]=1.[CH2:25]([C@@H:27]1[CH2:31][O:30][C:29](=[O:32])[NH:28]1)[CH3:26]. (7) The reactants are: C(N(CC)C(C)C)(C)C.[NH2:10][CH2:11][CH:12]([OH:14])[CH3:13].[Cl:15][C:16]1[CH:38]=[CH:37][C:19]([CH2:20][NH:21][C:22]([C:24]2[C:25](=[O:36])[C:26]3[CH:33]=[C:32]([CH2:34]Cl)[O:31][C:27]=3[N:28]([CH3:30])[CH:29]=2)=[O:23])=[CH:18][CH:17]=1.O. Given the product [Cl:15][C:16]1[CH:38]=[CH:37][C:19]([CH2:20][NH:21][C:22]([C:24]2[C:25](=[O:36])[C:26]3[CH:33]=[C:32]([CH2:34][NH:10][CH2:11][CH:12]([OH:14])[CH3:13])[O:31][C:27]=3[N:28]([CH3:30])[CH:29]=2)=[O:23])=[CH:18][CH:17]=1, predict the reactants needed to synthesize it.